This data is from Full USPTO retrosynthesis dataset with 1.9M reactions from patents (1976-2016). The task is: Predict the reactants needed to synthesize the given product. (1) Given the product [CH3:46][C:28]1[CH:27]=[C:26]([OH:25])[CH:31]=[CH:30][C:29]=1[N:32]1[CH2:33][CH2:34][N:35]([CH2:38][CH2:39][C:40]2[CH:41]=[CH:42][CH:43]=[CH:44][CH:45]=2)[CH2:36][CH2:37]1, predict the reactants needed to synthesize it. The reactants are: COC1C=CC(N2CCN(CCC3C=CC=CC=3)CC2)=CC=1C.C[O:25][C:26]1[CH:31]=[CH:30][C:29]([N:32]2[CH2:37][CH2:36][N:35]([CH2:38][CH2:39][C:40]3[CH:45]=[CH:44][CH:43]=[CH:42][CH:41]=3)[CH2:34][CH2:33]2)=[C:28]([CH3:46])[CH:27]=1. (2) Given the product [CH2:1]([C:8]1[CH:13]=[C:12]([CH3:14])[N:11]=[C:10]([NH:49][C:50]2[CH:51]=[CH:52][C:53]([N:56]3[CH:60]=[C:59]([CH2:61][OH:62])[N:58]=[CH:57]3)=[CH:54][CH:55]=2)[N:9]=1)[C:2]1[CH:7]=[CH:6][CH:5]=[CH:4][CH:3]=1, predict the reactants needed to synthesize it. The reactants are: [CH2:1]([C:8]1[CH:13]=[C:12]([CH3:14])[N:11]=[C:10](Cl)[N:9]=1)[C:2]1[CH:7]=[CH:6][CH:5]=[CH:4][CH:3]=1.CO.C(=O)([O-])[O-].[K+].[K+].C1(P(C2CCCCC2)C2C=CC=CC=2C2C=CC=CC=2)CCCCC1.[NH2:49][C:50]1[CH:55]=[CH:54][C:53]([N:56]2[CH:60]=[C:59]([CH2:61][OH:62])[N:58]=[CH:57]2)=[CH:52][CH:51]=1. (3) Given the product [CH3:32][N:28]1[CH2:29][CH2:30][CH2:31][N:25]([C:22]2[N:20]3[CH:21]=[C:16]([O:12][C@H:5]4[C:6]5[C:11](=[CH:10][CH:9]=[CH:8][CH:7]=5)[C@@H:2]([NH2:1])[CH2:3][CH2:4]4)[CH:17]=[CH:18][C:19]3=[N:24][N:23]=2)[CH2:26][CH2:27]1, predict the reactants needed to synthesize it. The reactants are: [NH2:1][C@@H:2]1[C:11]2[C:6](=[CH:7][CH:8]=[CH:9][CH:10]=2)[C@H:5]([OH:12])[CH2:4][CH2:3]1.[H-].[Na+].F[C:16]1[CH:17]=[CH:18][C:19]2[N:20]([C:22]([N:25]3[CH2:31][CH2:30][CH2:29][N:28]([CH3:32])[CH2:27][CH2:26]3)=[N:23][N:24]=2)[CH:21]=1. (4) Given the product [F:22][C:3]1[CH:4]=[C:5]([C:19]([NH2:21])=[O:20])[C:6]2[NH:7][C:8]3[C:13]([C:14]=2[C:2]=1[C:37]1[CH:38]=[CH:39][CH:40]=[C:35]([N:30]2[C:31](=[O:34])[CH:32]=[C:33]4[C:24]([F:23])=[CH:25][CH:26]=[CH:27][N:28]4[C:29]2=[O:51])[C:36]=1[CH3:50])=[CH:12][CH:11]=[C:10]([C:15]([OH:18])([CH3:17])[CH3:16])[CH:9]=3, predict the reactants needed to synthesize it. The reactants are: Br[C:2]1[C:14]2[C:13]3[C:8](=[CH:9][C:10]([C:15]([OH:18])([CH3:17])[CH3:16])=[CH:11][CH:12]=3)[NH:7][C:6]=2[C:5]([C:19]([NH2:21])=[O:20])=[CH:4][C:3]=1[F:22].[F:23][C:24]1[C:33]2[N:28]([C:29](=[O:51])[N:30]([C:35]3[CH:40]=[CH:39][CH:38]=[C:37](B4OC(C)(C)C(C)(C)O4)[C:36]=3[CH3:50])[C:31](=[O:34])[CH:32]=2)[CH:27]=[CH:26][CH:25]=1.[O-]P([O-])([O-])=O.[K+].[K+].[K+]. (5) Given the product [I:1][C:4]1[CH:9]=[C:8]([I:23])[N:7]=[C:6]([S:11][C:12]2[CH:17]=[CH:16][C:15]([NH:18][C:19](=[O:22])[CH2:20][CH3:21])=[CH:14][CH:13]=2)[N:5]=1, predict the reactants needed to synthesize it. The reactants are: [I-:1].[Na+].Cl[C:4]1[CH:9]=[C:8](Cl)[N:7]=[C:6]([S:11][C:12]2[CH:17]=[CH:16][C:15]([NH:18][C:19](=[O:22])[CH2:20][CH3:21])=[CH:14][CH:13]=2)[N:5]=1.[IH:23]. (6) The reactants are: [C:1]([O:5][C:6](=[O:37])[CH2:7][N:8]1[C:12]2[CH:13]=[CH:14][CH:15]=[CH:16][C:11]=2[N:10]([CH2:17][C:18]2[N:22]([CH2:23][CH2:24][CH:25]([CH3:27])[CH3:26])[C:21]3[CH:28]=[CH:29][C:30]([C:32](=[NH:35])[NH:33]O)=[CH:31][C:20]=3[N:19]=2)[C:9]1=[O:36])([CH3:4])([CH3:3])[CH3:2]. Given the product [C:1]([O:5][C:6](=[O:37])[CH2:7][N:8]1[C:12]2[CH:13]=[CH:14][CH:15]=[CH:16][C:11]=2[N:10]([CH2:17][C:18]2[N:22]([CH2:23][CH2:24][CH:25]([CH3:27])[CH3:26])[C:21]3[CH:28]=[CH:29][C:30]([C:32](=[NH:33])[NH2:35])=[CH:31][C:20]=3[N:19]=2)[C:9]1=[O:36])([CH3:3])([CH3:4])[CH3:2], predict the reactants needed to synthesize it. (7) Given the product [ClH:1].[NH2:47][CH2:46][C@H:43]1[CH2:44][CH2:45][C@H:40]([C:38]([NH:37][C@H:22]([C:23](=[O:36])[NH:24][C:25]2[CH:30]=[CH:29][C:28]([C:31]3[N:32]=[N:33][NH:34][N:35]=3)=[CH:27][CH:26]=2)[CH2:21][C:18]2[CH:17]=[CH:16][C:15]([C:5]3[C:4]([CH3:55])=[C:3]([F:2])[CH:8]=[C:7]([C:9]([NH:10][CH:11]([CH3:13])[CH3:12])=[O:14])[CH:6]=3)=[CH:20][CH:19]=2)=[O:39])[CH2:41][CH2:42]1, predict the reactants needed to synthesize it. The reactants are: [ClH:1].[F:2][C:3]1[C:4]([CH3:55])=[C:5]([C:15]2[CH:20]=[CH:19][C:18]([CH2:21][C@H:22]([NH:37][C:38]([C@H:40]3[CH2:45][CH2:44][C@H:43]([CH2:46][NH:47]C(=O)OC(C)(C)C)[CH2:42][CH2:41]3)=[O:39])[C:23](=[O:36])[NH:24][C:25]3[CH:30]=[CH:29][C:28]([C:31]4[N:32]=[N:33][NH:34][N:35]=4)=[CH:27][CH:26]=3)=[CH:17][CH:16]=2)[CH:6]=[C:7]([C:9](=[O:14])[NH:10][CH:11]([CH3:13])[CH3:12])[CH:8]=1.